Dataset: Forward reaction prediction with 1.9M reactions from USPTO patents (1976-2016). Task: Predict the product of the given reaction. (1) Given the reactants Cl.[Cl:2][C:3]1[C:12]2[C:7](=[CH:8][C:9]([O:15][CH2:16][CH2:17][N:18]3[CH2:23][CH2:22][CH2:21][CH2:20][CH2:19]3)=[C:10]([O:13][CH3:14])[CH:11]=2)[N:6]=[CH:5][N:4]=1.C(=O)([O-])O.[Na+], predict the reaction product. The product is: [Cl:2][C:3]1[C:12]2[C:7](=[CH:8][C:9]([O:15][CH2:16][CH2:17][N:18]3[CH2:23][CH2:22][CH2:21][CH2:20][CH2:19]3)=[C:10]([O:13][CH3:14])[CH:11]=2)[N:6]=[CH:5][N:4]=1. (2) Given the reactants [C:1]([C:5]1[N:6]=[C:7]([NH:10][C:11]([C:13]2[CH:45]=[CH:44][N:16]3[C:17](=[O:43])[C:18](/[CH:34]=[CH:35]/[C:36]([O:38][C:39]([CH3:42])([CH3:41])[CH3:40])=[O:37])=[C:19]([N:21]4[CH2:26][CH2:25][CH2:24][C@@H:23]([O:27][C:28]([NH:30][CH2:31][CH2:32]Cl)=[O:29])[CH2:22]4)[N:20]=[C:15]3[CH:14]=2)=[O:12])[S:8][CH:9]=1)([CH3:4])([CH3:3])[CH3:2].[CH3:46][N:47](C)[CH:48]=O.CNC, predict the reaction product. The product is: [C:1]([C:5]1[N:6]=[C:7]([NH:10][C:11]([C:13]2[CH:45]=[CH:44][N:16]3[C:17](=[O:43])[C:18](/[CH:34]=[CH:35]/[C:36]([O:38][C:39]([CH3:42])([CH3:41])[CH3:40])=[O:37])=[C:19]([N:21]4[CH2:26][CH2:25][CH2:24][C@@H:23]([O:27][C:28]([NH:30][CH2:31][CH2:32][N:47]([CH3:48])[CH3:46])=[O:29])[CH2:22]4)[N:20]=[C:15]3[CH:14]=2)=[O:12])[S:8][CH:9]=1)([CH3:4])([CH3:3])[CH3:2].